From a dataset of Catalyst prediction with 721,799 reactions and 888 catalyst types from USPTO. Predict which catalyst facilitates the given reaction. (1) Reactant: [OH:1][C:2]1[CH:10]=[C:9]2[C:5]([CH2:6][CH2:7][C:8]2=[O:11])=[CH:4][CH:3]=1.C1(P(C2C=CC=CC=2)C2C=CC=CC=2)C=CC=CC=1.[F:31][C:32]([F:37])([F:36])[CH2:33][CH2:34]O.N(C(OC(C)C)=O)=NC(OC(C)C)=O. Product: [F:31][C:32]([F:37])([F:36])[CH2:33][CH2:34][O:1][C:2]1[CH:10]=[C:9]2[C:5]([CH2:6][CH2:7][C:8]2=[O:11])=[CH:4][CH:3]=1. The catalyst class is: 1. (2) Reactant: [Cl:1][C:2]1[CH:23]=[C:22]([NH:24][C:25]2[C:26]3[N:33]([CH2:34][CH2:35][OH:36])[CH:32]=[CH:31][C:27]=3[N:28]=[CH:29][N:30]=2)[CH:21]=[CH:20][C:3]=1[O:4][C:5]1[CH:6]=[C:7]([C:11](=[O:19])[CH2:12][C:13]2[CH:18]=[CH:17][CH:16]=[CH:15][CH:14]=2)[CH:8]=[CH:9][CH:10]=1.[BH4-].[Na+]. Product: [Cl:1][C:2]1[CH:23]=[C:22]([NH:24][C:25]2[C:26]3[N:33]([CH2:34][CH2:35][OH:36])[CH:32]=[CH:31][C:27]=3[N:28]=[CH:29][N:30]=2)[CH:21]=[CH:20][C:3]=1[O:4][C:5]1[CH:6]=[C:7]([CH:11]([OH:19])[CH2:12][C:13]2[CH:18]=[CH:17][CH:16]=[CH:15][CH:14]=2)[CH:8]=[CH:9][CH:10]=1. The catalyst class is: 5. (3) Reactant: Cl[C:2]1[S:3][C:4]([C:7](=[O:9])[CH3:8])=[CH:5][N:6]=1.[F:10][C:11]([F:20])([F:19])[C:12]1[CH:18]=[CH:17][C:15]([NH2:16])=[CH:14][CH:13]=1.C(O)CCC.Cl. Product: [F:10][C:11]([F:19])([F:20])[C:12]1[CH:13]=[CH:14][C:15]([NH:16][C:2]2[S:3][C:4]([C:7](=[O:9])[CH3:8])=[CH:5][N:6]=2)=[CH:17][CH:18]=1. The catalyst class is: 12. (4) Product: [C:1]([O:5][C:6](=[O:20])[N:7]([C:9]1[CH:14]=[C:13]([O:15][CH3:16])[CH:12]=[CH:11][C:10]=1[NH2:17])[CH3:8])([CH3:4])([CH3:2])[CH3:3]. Reactant: [C:1]([O:5][C:6](=[O:20])[N:7]([C:9]1[CH:14]=[C:13]([O:15][CH3:16])[CH:12]=[CH:11][C:10]=1[N+:17]([O-])=O)[CH3:8])([CH3:4])([CH3:3])[CH3:2].[H][H]. The catalyst class is: 787. (5) Reactant: Cl.[O:2]([CH2:9][C:10](=[NH:12])[NH2:11])[C:3]1[CH:8]=[CH:7][CH:6]=[CH:5][CH:4]=1.[Cl:13][C:14]([SH:17])(Cl)Cl.[OH-].[Na+]. Product: [Cl:13][C:14]1[S:17][N:11]=[C:10]([CH2:9][O:2][C:3]2[CH:8]=[CH:7][CH:6]=[CH:5][CH:4]=2)[N:12]=1. The catalyst class is: 46. (6) Reactant: C([O:4][C:5]1[C:10]([F:11])=[CH:9][CH:8]=[C:7]([C:12]#[N:13])[N:6]=1)(=O)C.C(=O)([O-])[O-].[K+].[K+]. Product: [F:11][C:10]1[C:5](=[O:4])[NH:6][C:7]([C:12]#[N:13])=[CH:8][CH:9]=1. The catalyst class is: 5. (7) Reactant: C(=O)([O-])[O-].[K+].[K+].[ClH:7].[Cl:8][CH2:9][C:10]1[CH:15]=[CH:14][CH:13]=[CH:12][N:11]=1.[F:16][C:17]([F:46])([F:45])[C:18]1[CH:19]=[C:20]([CH:38]=[C:39]([C:41]([F:44])([F:43])[F:42])[CH:40]=1)[C:21]([N:23]1[CH2:28][CH2:27][NH:26][CH2:25][C@H:24]1[CH2:29][C:30]1[CH:35]=[CH:34][C:33]([CH3:36])=[C:32]([CH3:37])[CH:31]=1)=[O:22].O. Product: [ClH:8].[ClH:7].[F:46][C:17]([F:16])([F:45])[C:18]1[CH:19]=[C:20]([CH:38]=[C:39]([C:41]([F:42])([F:43])[F:44])[CH:40]=1)[C:21]([N:23]1[CH2:28][CH2:27][N:26]([CH2:9][C:10]2[CH:15]=[CH:14][CH:13]=[CH:12][N:11]=2)[CH2:25][C@H:24]1[CH2:29][C:30]1[CH:35]=[CH:34][C:33]([CH3:36])=[C:32]([CH3:37])[CH:31]=1)=[O:22]. The catalyst class is: 9.